This data is from NCI-60 drug combinations with 297,098 pairs across 59 cell lines. The task is: Regression. Given two drug SMILES strings and cell line genomic features, predict the synergy score measuring deviation from expected non-interaction effect. (1) Drug 2: C1CCC(C(C1)N)N.C(=O)(C(=O)[O-])[O-].[Pt+4]. Drug 1: COC1=C(C=C2C(=C1)N=CN=C2NC3=CC(=C(C=C3)F)Cl)OCCCN4CCOCC4. Cell line: COLO 205. Synergy scores: CSS=21.7, Synergy_ZIP=-9.94, Synergy_Bliss=-8.52, Synergy_Loewe=-17.3, Synergy_HSA=-5.42. (2) Drug 1: CC1CC2C3CCC4=CC(=O)C=CC4(C3(C(CC2(C1(C(=O)CO)O)C)O)F)C. Drug 2: C1=CC(=C(C=C1I)F)NC2=C(C=CC(=C2F)F)C(=O)NOCC(CO)O. Cell line: UACC62. Synergy scores: CSS=50.2, Synergy_ZIP=2.54, Synergy_Bliss=1.42, Synergy_Loewe=-19.2, Synergy_HSA=1.70. (3) Drug 1: CNC(=O)C1=NC=CC(=C1)OC2=CC=C(C=C2)NC(=O)NC3=CC(=C(C=C3)Cl)C(F)(F)F. Drug 2: CN1C2=C(C=C(C=C2)N(CCCl)CCCl)N=C1CCCC(=O)O.Cl. Cell line: NCIH23. Synergy scores: CSS=7.40, Synergy_ZIP=6.99, Synergy_Bliss=0.435, Synergy_Loewe=0.529, Synergy_HSA=-1.32. (4) Drug 1: C1=NC2=C(N1)C(=S)N=C(N2)N. Drug 2: CC(C)CN1C=NC2=C1C3=CC=CC=C3N=C2N. Cell line: HOP-92. Synergy scores: CSS=20.2, Synergy_ZIP=-8.47, Synergy_Bliss=-4.93, Synergy_Loewe=-4.16, Synergy_HSA=-4.22. (5) Drug 1: CCC(=C(C1=CC=CC=C1)C2=CC=C(C=C2)OCCN(C)C)C3=CC=CC=C3.C(C(=O)O)C(CC(=O)O)(C(=O)O)O. Drug 2: CS(=O)(=O)OCCCCOS(=O)(=O)C. Cell line: NCI-H226. Synergy scores: CSS=-4.91, Synergy_ZIP=2.10, Synergy_Bliss=0.693, Synergy_Loewe=-1.04, Synergy_HSA=-2.55. (6) Drug 1: CCCS(=O)(=O)NC1=C(C(=C(C=C1)F)C(=O)C2=CNC3=C2C=C(C=N3)C4=CC=C(C=C4)Cl)F. Drug 2: C(CCl)NC(=O)N(CCCl)N=O. Cell line: OVCAR-8. Synergy scores: CSS=3.80, Synergy_ZIP=0.929, Synergy_Bliss=3.52, Synergy_Loewe=-0.430, Synergy_HSA=1.01. (7) Drug 1: C1=CC(=CC=C1CCCC(=O)O)N(CCCl)CCCl. Drug 2: COCCOC1=C(C=C2C(=C1)C(=NC=N2)NC3=CC=CC(=C3)C#C)OCCOC.Cl. Cell line: HOP-62. Synergy scores: CSS=50.0, Synergy_ZIP=2.66, Synergy_Bliss=0.443, Synergy_Loewe=-1.04, Synergy_HSA=-0.583. (8) Synergy scores: CSS=40.1, Synergy_ZIP=-11.4, Synergy_Bliss=-16.8, Synergy_Loewe=-16.1, Synergy_HSA=-11.5. Drug 1: CC1=C(C(=O)C2=C(C1=O)N3CC4C(C3(C2COC(=O)N)OC)N4)N. Drug 2: CC1CCCC2(C(O2)CC(NC(=O)CC(C(C(=O)C(C1O)C)(C)C)O)C(=CC3=CSC(=N3)C)C)C. Cell line: NCI-H522.